Predict which catalyst facilitates the given reaction. From a dataset of Catalyst prediction with 721,799 reactions and 888 catalyst types from USPTO. (1) Reactant: [F:1][C:2]1[CH:10]=[C:9]2[C:5]([C:6]([C:11]3[CH2:12][CH2:13][NH:14][CH2:15][CH:16]=3)=[CH:7][NH:8]2)=[CH:4][CH:3]=1.[CH3:17][N:18]([CH3:38])[C:19]([C:21]1[CH:22]=[CH:23][C:24]2[CH:29]([CH2:30][CH2:31]CS([O-])(=O)=O)[O:28][CH2:27][CH2:26][C:25]=2[CH:37]=1)=[O:20].C(=O)([O-])[O-].[K+].[K+].[I-].[K+]. Product: [F:1][C:2]1[CH:10]=[C:9]2[C:5]([C:6]([C:11]3[CH2:12][CH2:13][N:14]([CH2:31][CH2:30][CH:29]4[C:24]5[CH:23]=[CH:22][C:21]([C:19]([N:18]([CH3:38])[CH3:17])=[O:20])=[CH:37][C:25]=5[CH2:26][CH2:27][O:28]4)[CH2:15][CH:16]=3)=[CH:7][NH:8]2)=[CH:4][CH:3]=1. The catalyst class is: 47. (2) Reactant: [C:1]([C:5]1[CH:10]=[CH:9][C:8]([N+:11]([O-:13])=[O:12])=[CH:7][C:6]=1[CH2:14][NH2:15])([CH3:4])([CH3:3])[CH3:2].[CH3:16][C:17]([O:20][C:21](O[C:21]([O:20][C:17]([CH3:19])([CH3:18])[CH3:16])=[O:22])=[O:22])([CH3:19])[CH3:18]. Product: [C:1]([C:5]1[CH:10]=[CH:9][C:8]([N+:11]([O-:13])=[O:12])=[CH:7][C:6]=1[CH2:14][NH:15][C:21](=[O:22])[O:20][C:17]([CH3:19])([CH3:18])[CH3:16])([CH3:4])([CH3:2])[CH3:3]. The catalyst class is: 20. (3) The catalyst class is: 2. Reactant: [CH2:1]([O:8][C@H:9]1[C@H:14]([O:15][CH2:16][C:17]2[CH:22]=[CH:21][CH:20]=[CH:19][CH:18]=2)[C@H:13]([O:23][CH2:24][C:25]2[CH:30]=[CH:29][CH:28]=[CH:27][CH:26]=2)[C@H:12]([CH3:31])[O:11][C@H:10]1[CH2:32][CH2:33][CH2:34][OH:35])[C:2]1[CH:7]=[CH:6][CH:5]=[CH:4][CH:3]=1.CCN(C(C)C)C(C)C.[CH3:45][S:46](Cl)(=[O:48])=[O:47]. Product: [CH3:45][S:46]([O:35][CH2:34][CH2:33][CH2:32][C@@H:10]1[O:11][C@@H:12]([CH3:31])[C@@H:13]([O:23][CH2:24][C:25]2[CH:26]=[CH:27][CH:28]=[CH:29][CH:30]=2)[C@@H:14]([O:15][CH2:16][C:17]2[CH:22]=[CH:21][CH:20]=[CH:19][CH:18]=2)[C@@H:9]1[O:8][CH2:1][C:2]1[CH:7]=[CH:6][CH:5]=[CH:4][CH:3]=1)(=[O:48])=[O:47]. (4) The catalyst class is: 73. Product: [CH2:1]([O:3][C:4]([C:6]1[CH2:7][CH2:8][O:9][CH2:10][C:11]=1[C:26]1[CH:30]=[CH:30][C:26]([C:27]2[CH:10]=[CH:11][CH:6]=[CH:4][CH:28]=2)=[CH:28][CH:27]=1)=[O:5])[CH3:2]. Reactant: [CH2:1]([O:3][C:4]([C:6]1[CH2:7][CH2:8][O:9][CH2:10][C:11]=1OS(C(F)(F)F)(=O)=O)=[O:5])[CH3:2].C([O-])([O-])=O.[K+].[K+].[CH2:26]1[CH2:30]O[CH2:28][CH2:27]1. (5) Reactant: Br[C:2]1[CH:7]=[CH:6][N:5]=[C:4]([C:8]([O:11][Si:12]([C:15]([CH3:18])([CH3:17])[CH3:16])([CH3:14])[CH3:13])([CH3:10])[CH3:9])[CH:3]=1.[B:19]1([B:19]2[O:23][C:22]([CH3:25])([CH3:24])[C:21]([CH3:27])([CH3:26])[O:20]2)[O:23][C:22]([CH3:25])([CH3:24])[C:21]([CH3:27])([CH3:26])[O:20]1.C([O-])(=O)C.[K+]. Product: [Si:12]([O:11][C:8]([C:4]1[CH:3]=[C:2]([B:19]2[O:23][C:22]([CH3:25])([CH3:24])[C:21]([CH3:27])([CH3:26])[O:20]2)[CH:7]=[CH:6][N:5]=1)([CH3:10])[CH3:9])([C:15]([CH3:18])([CH3:17])[CH3:16])([CH3:14])[CH3:13]. The catalyst class is: 140. (6) Reactant: Cl.[NH2:2][C@@H:3]([C@@H:19]([C:24]1[CH:29]=[C:28]([F:30])[CH:27]=[C:26]([F:31])[CH:25]=1)[C:20]([F:23])([F:22])[F:21])[C:4]([N:6]1[C@@H:10]([CH2:11][C:12]2[CH:17]=[CH:16][CH:15]=[CH:14][CH:13]=2)[CH2:9][O:8][C:7]1=[O:18])=[O:5].[Cl:32][C:33]1[S:37][C:36]([S:38](Cl)(=[O:40])=[O:39])=[CH:35][CH:34]=1.N1C=CC=CC=1.C([O-])(O)=O.[Na+]. Product: [CH2:11]([C@H:10]1[CH2:9][O:8][C:7](=[O:18])[N:6]1[C:4](=[O:5])[C@@H:3]([NH:2][S:38]([C:36]1[S:37][C:33]([Cl:32])=[CH:34][CH:35]=1)(=[O:40])=[O:39])[C@@H:19]([C:24]1[CH:25]=[C:26]([F:31])[CH:27]=[C:28]([F:30])[CH:29]=1)[C:20]([F:23])([F:22])[F:21])[C:12]1[CH:13]=[CH:14][CH:15]=[CH:16][CH:17]=1. The catalyst class is: 166. (7) Reactant: [NH2:1][C:2]1[N:3]=[C:4]([N:18]2[CH2:26][CH:25]3[CH:20]([N:21]([C:27]([O:29][C:30]([CH3:33])([CH3:32])[CH3:31])=[O:28])[CH2:22][CH2:23][CH2:24]3)[CH2:19]2)[C:5]2[CH2:12][CH2:11][O:10][C:9]3[CH:13]=[C:14](I)[CH:15]=[CH:16][C:8]=3[C:6]=2[N:7]=1.[Cu][C:35]#[N:36]. The catalyst class is: 215. Product: [NH2:1][C:2]1[N:3]=[C:4]([N:18]2[CH2:26][CH:25]3[CH:20]([N:21]([C:27]([O:29][C:30]([CH3:33])([CH3:32])[CH3:31])=[O:28])[CH2:22][CH2:23][CH2:24]3)[CH2:19]2)[C:5]2[CH2:12][CH2:11][O:10][C:9]3[CH:13]=[C:14]([C:35]#[N:36])[CH:15]=[CH:16][C:8]=3[C:6]=2[N:7]=1.